Dataset: Tyrosyl-DNA phosphodiesterase HTS with 341,365 compounds. Task: Binary Classification. Given a drug SMILES string, predict its activity (active/inactive) in a high-throughput screening assay against a specified biological target. (1) The molecule is S(=O)(=O)(CCC(NC(=O)C(NC(=O)CN(C(=O)C(NC(=O)C(NC(=O)C(NC(=O)C(NC(=O)C1N(CCC1)C(=O)C(NC(=O)C1N(CCC1)C(=O)C(N)CCC\N=C(/N)N)CCCCN)CCC(=O)N)CCC(=O)N)Cc1ccccc1)Cc1ccccc1)C)CC(C)C)C(=O)N)C. The result is 0 (inactive). (2) The drug is S(=O)(=O)(n1nc(cc1)c1ccc(OCCN(c2ncccc2)C)cc1)c1c(cc(cc1C)C)C. The result is 0 (inactive). (3) The molecule is O1C(CC(=O)c2c1cc(O)cc2O)c1cc(O)c(OC)cc1. The result is 0 (inactive). (4) The compound is O=C(Nc1n[nH]c(c1)c1ccccc1)CC(CC(O)=O)(C)C. The result is 0 (inactive). (5) The molecule is o1c(c(CC(=O)c2c(O)cc(O)cc2)cc1C(OC)=O)C. The result is 0 (inactive). (6) The molecule is S=C(N(CCc1c2c([nH]c1C)cccc2)Cc1occc1)NC. The result is 0 (inactive). (7) The compound is Fc1ccc(CN\C=C2/C(=NN(C2=O)c2ccc([N+]([O-])=O)cc2)c2ccc(OC)cc2)cc1. The result is 0 (inactive). (8) The compound is S(=O)(=O)(N1CCN(CC1)c1ccc(F)cc1)CC12C(C(CC1)CC2=O)(C)C. The result is 0 (inactive). (9) The result is 0 (inactive). The molecule is S(=O)(=O)(NCCN1CCOCC1)c1ccc(NC(=O)C)cc1.